Predict which catalyst facilitates the given reaction. From a dataset of Catalyst prediction with 721,799 reactions and 888 catalyst types from USPTO. (1) Reactant: [Cl:1][C:2]1[CH:7]=[CH:6][C:5]([NH:8][C:9]([C:11]2[CH:21]=[CH:20][C:14]([C:15](=[NH:19])OCC)=[CH:13][CH:12]=2)=[O:10])=[CH:4][C:3]=1[C:22]1[CH:27]=[CH:26][CH:25]=[CH:24][N:23]=1.[CH3:28][O:29][CH2:30][CH2:31][CH2:32][NH2:33]. Product: [Cl:1][C:2]1[CH:7]=[CH:6][C:5]([NH:8][C:9](=[O:10])[C:11]2[CH:12]=[CH:13][C:14]([C:15](=[NH:19])[NH:33][CH2:32][CH2:31][CH2:30][O:29][CH3:28])=[CH:20][CH:21]=2)=[CH:4][C:3]=1[C:22]1[CH:27]=[CH:26][CH:25]=[CH:24][N:23]=1. The catalyst class is: 5. (2) Reactant: [CH3:1][O:2][C:3](=[O:21])[C:4]([CH3:20])([NH:6][S:7]([C:10]1[CH:15]=[CH:14][CH:13]=[CH:12][C:11]=1[C:16]([F:19])([F:18])[F:17])(=[O:9])=[O:8])[CH3:5].[CH2:22](I)[CH2:23][CH3:24].O. Product: [CH3:1][O:2][C:3](=[O:21])[C:4]([CH3:5])([N:6]([CH2:22][CH2:23][CH3:24])[S:7]([C:10]1[CH:15]=[CH:14][CH:13]=[CH:12][C:11]=1[C:16]([F:19])([F:17])[F:18])(=[O:8])=[O:9])[CH3:20]. The catalyst class is: 3. (3) Reactant: F[C:2]1[CH:7]=[CH:6][C:5]([N+:8]([O-:10])=[O:9])=[CH:4][CH:3]=1.[CH3:11][C@H:12]1[CH2:17][NH:16][CH2:15][C@@H:14]([CH3:18])[NH:13]1.ClCCl. Product: [CH3:11][C@H:12]1[NH:13][C@@H:14]([CH3:18])[CH2:15][N:16]([C:2]2[CH:7]=[CH:6][C:5]([N+:8]([O-:10])=[O:9])=[CH:4][CH:3]=2)[CH2:17]1. The catalyst class is: 6. (4) Reactant: [F:1][C:2]1[CH:3]=[C:4]2[C:8](=[CH:9][CH:10]=1)[CH2:7][N:6]([C:11]([NH:13][C:14]1[CH:38]=[CH:37][C:17]([C:18]([NH:20][CH2:21][C:22]3[CH:36]=[CH:35][C:25]([CH2:26][NH:27]C(=O)OC(C)(C)C)=[CH:24][CH:23]=3)=[O:19])=[CH:16][CH:15]=1)=[O:12])[CH2:5]2.FC(F)(F)C(O)=O. Product: [NH2:27][CH2:26][C:25]1[CH:24]=[CH:23][C:22]([CH2:21][NH:20][C:18]([C:17]2[CH:16]=[CH:15][C:14]([NH:13][C:11]([N:6]3[CH2:5][C:4]4[C:8](=[CH:9][CH:10]=[C:2]([F:1])[CH:3]=4)[CH2:7]3)=[O:12])=[CH:38][CH:37]=2)=[O:19])=[CH:36][CH:35]=1. The catalyst class is: 4.